Dataset: Retrosynthesis with 50K atom-mapped reactions and 10 reaction types from USPTO. Task: Predict the reactants needed to synthesize the given product. (1) Given the product CC(C)(C)c1ccc(C(=O)Nc2ccc3oc4c(c3c2)CCCCCC4)cc1, predict the reactants needed to synthesize it. The reactants are: CC(C)(C)c1ccc(C(=O)Cl)cc1.Nc1ccc2oc3c(c2c1)CCCCCC3. (2) Given the product C[C@H](Nc1nccc(-n2cnc3cc(-c4cncnc4)ccc32)n1)c1ccccc1, predict the reactants needed to synthesize it. The reactants are: Brc1cncnc1.CCCC[Sn](CCCC)(CCCC)c1ccc2c(c1)ncn2-c1ccnc(N[C@@H](C)c2ccccc2)n1. (3) Given the product COC(=O)c1ccc(N(C)C)c(F)c1, predict the reactants needed to synthesize it. The reactants are: CNC.COC(=O)c1ccc(F)c(F)c1. (4) Given the product O=C(O)C(F)(F)F, predict the reactants needed to synthesize it. The reactants are: COC(=O)[C@@H](NC(=O)c1ccc(C#C/C=C/CC(O)CO)cc1)C(C)(C)NC(=O)OC(C)(C)C. (5) Given the product CCc1nc(CC(C)(C)C)c(CN)c(-c2ccc(C)cc2)c1CC(=O)N1CCC[C@H]1C(N)=O, predict the reactants needed to synthesize it. The reactants are: CCc1nc(CC(C)(C)C)c(CNC(=O)OC(C)(C)C)c(-c2ccc(C)cc2)c1CC(=O)N1CCC[C@H]1C(N)=O. (6) Given the product CC(C)(C)OC(=O)N1CCC(Nc2ccsc2C(=O)O)CC1, predict the reactants needed to synthesize it. The reactants are: COC(=O)c1sccc1NC1CCN(C(=O)OC(C)(C)C)CC1.